This data is from Full USPTO retrosynthesis dataset with 1.9M reactions from patents (1976-2016). The task is: Predict the reactants needed to synthesize the given product. (1) Given the product [Cl:1][C:2]1[CH:3]=[C:4]2[C:8](=[CH:9][CH:10]=1)[NH:7][CH:6]=[C:5]2[C:12]1[CH2:17][CH2:16][N:15]([C:18]([O:20][C:21]([CH3:24])([CH3:23])[CH3:22])=[O:19])[CH2:14][CH:13]=1, predict the reactants needed to synthesize it. The reactants are: [Cl:1][C:2]1[CH:3]=[C:4]2[C:8](=[CH:9][CH:10]=1)[NH:7][CH:6]=[CH:5]2.O=[C:12]1[CH2:17][CH2:16][N:15]([C:18]([O:20][C:21]([CH3:24])([CH3:23])[CH3:22])=[O:19])[CH2:14][CH2:13]1.[OH-].[K+]. (2) Given the product [I:17][C:2]1[CH:3]=[CH:4][C:5]([C:12]2[S:13][CH:14]=[CH:15][CH:16]=2)=[C:6]2[C:10]=1[C:9](=[O:11])[NH:8][CH2:7]2, predict the reactants needed to synthesize it. The reactants are: N[C:2]1[CH:3]=[CH:4][C:5]([C:12]2[S:13][CH:14]=[CH:15][CH:16]=2)=[C:6]2[C:10]=1[C:9](=[O:11])[NH:8][CH2:7]2.[I-:17].[K+].II.N(OC(C)(C)C)=O. (3) The reactants are: [CH3:1][O:2][C:3]1[CH:4]=[C:5]2[C:10](=[CH:11][C:12]=1[O:13][CH3:14])[N:9]=[CH:8][CH:7]=[C:6]2[O:15][C:16]1[C:22]([CH3:23])=[CH:21][C:19]([NH2:20])=[C:18]([CH3:24])[CH:17]=1.C1(C)C=CC=CC=1.C(N(CC)CC)C.Cl[C:40](Cl)([O:42]C(=O)OC(Cl)(Cl)Cl)Cl.[F:51][C:52]([F:63])([F:62])[C:53]1[CH:54]=[C:55]([CH:59]=[CH:60][CH:61]=1)[CH:56]([OH:58])[CH3:57]. Given the product [CH3:1][O:2][C:3]1[CH:4]=[C:5]2[C:10](=[CH:11][C:12]=1[O:13][CH3:14])[N:9]=[CH:8][CH:7]=[C:6]2[O:15][C:16]1[C:22]([CH3:23])=[CH:21][C:19]([NH:20][C:40](=[O:42])[O:58][CH:56]([C:55]2[CH:59]=[CH:60][CH:61]=[C:53]([C:52]([F:62])([F:63])[F:51])[CH:54]=2)[CH3:57])=[C:18]([CH3:24])[CH:17]=1, predict the reactants needed to synthesize it. (4) Given the product [CH2:9]([N:8]1[C:7]2[CH:12]=[CH:13][C:4]([N+:1]([O-:3])=[O:2])=[CH:5][C:6]=2[S:10][C:14]1=[O:17])[C:26]1[CH:25]=[CH:6][CH:5]=[CH:4][CH:13]=1, predict the reactants needed to synthesize it. The reactants are: [N+:1]([C:4]1[CH:13]=[CH:12][C:7]2[NH:8][C:9](=O)[S:10][C:6]=2[CH:5]=1)([O-:3])=[O:2].[C:14](=[O:17])([O-])[O-].[K+].[K+].O.C(O[CH2:25][CH3:26])(=O)C. (5) Given the product [CH2:1]([NH:31][C:27]1[CH:28]=[CH:29][CH:30]=[C:25]([C:16]2[C:17]3[C:12](=[CH:11][C:10]([O:9][CH3:8])=[C:19]4[O:20][C:21]([CH3:24])([CH3:23])[CH2:22][C:18]4=3)[CH2:13][C:14]([CH3:33])([CH3:32])[N:15]=2)[CH:26]=1)[CH3:2], predict the reactants needed to synthesize it. The reactants are: [CH2:1](N(CC)CC)[CH3:2].[CH3:8][O:9][C:10]1[CH:11]=[C:12]2[C:17](=[C:18]3[CH2:22][C:21]([CH3:24])([CH3:23])[O:20][C:19]=13)[C:16]([C:25]1[CH:26]=[C:27]([NH2:31])[CH:28]=[CH:29][CH:30]=1)=[N:15][C:14]([CH3:33])([CH3:32])[CH2:13]2.I/C=C\C(N)=O. (6) Given the product [Cl:1][C:2]1[CH:7]=[CH:6][C:5]([F:8])=[CH:4][C:3]=1[C@H:9]1[CH2:13][CH2:12][CH2:11][N:10]1[C:14]1[CH:19]=[CH:18][N:17]2[N:20]=[CH:21][C:22]([NH:23][C:37]([C:34]3([CH3:40])[CH2:35][CH2:36][N:31]([C:29]([O:28][C:24]([CH3:27])([CH3:26])[CH3:25])=[O:30])[CH2:32][CH2:33]3)=[O:38])=[C:16]2[N:15]=1, predict the reactants needed to synthesize it. The reactants are: [Cl:1][C:2]1[CH:7]=[CH:6][C:5]([F:8])=[CH:4][C:3]=1[C@H:9]1[CH2:13][CH2:12][CH2:11][N:10]1[C:14]1[CH:19]=[CH:18][N:17]2[N:20]=[CH:21][C:22]([NH2:23])=[C:16]2[N:15]=1.[C:24]([O:28][C:29]([N:31]1[CH2:36][CH2:35][C:34]([CH3:40])([C:37](O)=[O:38])[CH2:33][CH2:32]1)=[O:30])([CH3:27])([CH3:26])[CH3:25].CN(C(ON1N=NC2C=CC=NC1=2)=[N+](C)C)C.F[P-](F)(F)(F)(F)F.CCN(C(C)C)C(C)C.